From a dataset of Forward reaction prediction with 1.9M reactions from USPTO patents (1976-2016). Predict the product of the given reaction. (1) Given the reactants FC(F)(F)C(O)=O.C([O:12][C:13](=[O:33])[C:14]1[CH:19]=[C:18]([C:20]([F:23])([F:22])[F:21])[C:17]([Cl:24])=[CH:16][C:15]=1[NH:25]C(OC(C)(C)C)=O)(C)(C)C, predict the reaction product. The product is: [NH2:25][C:15]1[CH:16]=[C:17]([Cl:24])[C:18]([C:20]([F:23])([F:21])[F:22])=[CH:19][C:14]=1[C:13]([OH:33])=[O:12]. (2) Given the reactants [Cl:1][C:2]1[CH:7]=[CH:6][C:5]([N:8]2[C:12]([C:13]3[CH:18]=[CH:17][CH:16]=[C:15]([C:19]([F:22])([F:21])[F:20])[CH:14]=3)=[CH:11][C:10]([C:23]([OH:25])=O)=[N:9]2)=[CH:4][CH:3]=1.ClC1C=C(N2C(C3C=C(F)C=C(Cl)C=3)=CC(C([N:49]3[CH2:53][C:52](=[O:54])[NH:51][CH2:50]3)=O)=N2)C=CC=1F, predict the reaction product. The product is: [Cl:1][C:2]1[CH:3]=[CH:4][C:5]([N:8]2[C:12]([C:13]3[CH:18]=[CH:17][CH:16]=[C:15]([C:19]([F:21])([F:20])[F:22])[CH:14]=3)=[CH:11][C:10]([C:23]([N:49]3[CH2:53][C:52](=[O:54])[NH:51][CH2:50]3)=[O:25])=[N:9]2)=[CH:6][CH:7]=1.